From a dataset of Catalyst prediction with 721,799 reactions and 888 catalyst types from USPTO. Predict which catalyst facilitates the given reaction. (1) Reactant: [Cl:1][C:2]1[N:3]=[C:4](Cl)[C:5]2[N:11]=[C:10]([Cl:12])[N:9]=[C:8](Cl)[C:6]=2[N:7]=1.[CH2:15]([NH2:18])[CH:16]=[CH2:17].C([O-])(O)=O.[Na+]. Product: [CH2:15]([NH:18][C:4]1[C:5]2[N:11]=[C:10]([Cl:12])[N:9]=[C:8]([NH:3][CH2:4][CH:5]=[CH2:6])[C:6]=2[N:7]=[C:2]([Cl:1])[N:3]=1)[CH:16]=[CH2:17]. The catalyst class is: 1. (2) Reactant: Br[CH:2]([CH:16]([CH3:18])[CH3:17])[CH2:3][N-:4][C:5]1[CH:14]=[CH:13][C:12]2[C:7](=[CH:8][CH:9]=[CH:10][CH:11]=2)[C:6]=1[OH:15].C(=O)([O-])[O-:20].[K+].[K+].C(OCC)(=O)C.O. Product: [CH:16]([CH:2]1[O:15][C:6]2[C:7]3[C:12]([CH:13]=[CH:14][C:5]=2[NH:4][C:3]1=[O:20])=[CH:11][CH:10]=[CH:9][CH:8]=3)([CH3:18])[CH3:17]. The catalyst class is: 9.